Dataset: Choline transporter screen with 302,306 compounds. Task: Binary Classification. Given a drug SMILES string, predict its activity (active/inactive) in a high-throughput screening assay against a specified biological target. (1) The molecule is Fc1ccc(N2CCN(CC2)Cc2n(c3c(n2)n(c(=O)n(c3=O)C)C)CCOCC)cc1. The result is 1 (active). (2) The drug is S(=O)(=O)(N1CCOCC1)c1ccc(NC(=O)Cn2c(=O)c3c(n(nc3)c3ccccc3)nc2)cc1. The result is 0 (inactive). (3) The molecule is Clc1c(NC(=O)CC2S\C(N(C2=O)C)=N\C)cccc1Cl. The result is 0 (inactive). (4) The drug is Brc1cc(OCc2cc(ccc2)C(=O)NN)ccc1. The result is 0 (inactive). (5) The molecule is Clc1ccc(C(N)Cc2[nH]c3c(n2)cccc3)cc1. The result is 0 (inactive).